From a dataset of Catalyst prediction with 721,799 reactions and 888 catalyst types from USPTO. Predict which catalyst facilitates the given reaction. (1) Reactant: Cl.[F:2][C:3]1([F:9])[CH2:8][CH2:7][NH:6][CH2:5][CH2:4]1.[C:10]([N:27]=[C:28]=[S:29])(=[O:26])[O:11][CH2:12][CH:13]1[C:25]2[CH:24]=[CH:23][CH:22]=[CH:21][C:20]=2[C:19]2[C:14]1=[CH:15][CH:16]=[CH:17][CH:18]=2.C([O-])(O)=O.[Na+]. Product: [F:2][C:3]1([F:9])[CH2:8][CH2:7][N:6]([C:28]([NH:27][C:10](=[O:26])[O:11][CH2:12][CH:13]2[C:14]3[CH:15]=[CH:16][CH:17]=[CH:18][C:19]=3[C:20]3[C:25]2=[CH:24][CH:23]=[CH:22][CH:21]=3)=[S:29])[CH2:5][CH2:4]1. The catalyst class is: 2. (2) Reactant: [NH2:1][C:2]([C:7]1[CH:12]=[C:11]([Br:13])[CH:10]=[CH:9][C:8]=1[F:14])([CH3:6])[C:3]([OH:5])=[O:4].[CH3:15]O. Product: [CH3:15][O:4][C:3](=[O:5])[C:2]([NH2:1])([C:7]1[CH:12]=[C:11]([Br:13])[CH:10]=[CH:9][C:8]=1[F:14])[CH3:6]. The catalyst class is: 82. (3) Reactant: [CH3:1][O:2][CH2:3][C@H:4]([OH:6])[CH3:5].[H-].[Na+].[NH2:9][C:10]1[C:15]([O:16][CH2:17][CH:18]2[CH2:23][CH2:22][N:21]([C:24]3[N:29]=[C:28](Cl)[N:27]=[C:26]([C:31]([NH:33][CH2:34][CH3:35])=[O:32])[CH:25]=3)[CH2:20][CH2:19]2)=[CH:14][C:13]([C:36]2[N:37]=[N:38][N:39]([CH3:41])[CH:40]=2)=[CH:12][N:11]=1.O. Product: [NH2:9][C:10]1[C:15]([O:16][CH2:17][CH:18]2[CH2:19][CH2:20][N:21]([C:24]3[N:29]=[C:28]([O:6][C@H:4]([CH3:5])[CH2:3][O:2][CH3:1])[N:27]=[C:26]([C:31]([NH:33][CH2:34][CH3:35])=[O:32])[CH:25]=3)[CH2:22][CH2:23]2)=[CH:14][C:13]([C:36]2[N:37]=[N:38][N:39]([CH3:41])[CH:40]=2)=[CH:12][N:11]=1. The catalyst class is: 3. (4) Reactant: Br[CH2:2][C:3]([C:5]1[CH:10]=[CH:9][C:8]([OH:11])=[C:7]([O:12][CH3:13])[CH:6]=1)=O.[NH2:14][C:15]1[CH:20]=[CH:19][C:18]([I:21])=[CH:17][N:16]=1. Product: [OH:11][C:8]1[CH:9]=[CH:10][C:5]([C:3]2[N:14]=[C:15]3[CH:20]=[CH:19][C:18]([I:21])=[CH:17][N:16]3[CH:2]=2)=[CH:6][C:7]=1[O:12][CH3:13]. The catalyst class is: 10. (5) Reactant: C([N:8]1[CH2:13][CH2:12][CH:11]([C:14]2[NH:15][CH:16]=[C:17]([C:19]3[CH:24]=[CH:23][C:22]([F:25])=[CH:21][CH:20]=3)[N:18]=2)[CH2:10][CH2:9]1)C1C=CC=CC=1.CCO. Product: [F:25][C:22]1[CH:23]=[CH:24][C:19]([C:17]2[N:18]=[C:14]([CH:11]3[CH2:12][CH2:13][NH:8][CH2:9][CH2:10]3)[NH:15][CH:16]=2)=[CH:20][CH:21]=1. The catalyst class is: 723. (6) Reactant: C(O)(C(F)(F)F)=O.C(OC([N:15](C(OC(C)(C)C)=O)[C:16]1[CH:25]=[CH:24][C:23]2[C:22]3=[CH:26][CH:27]=[N:28][N:21]3[CH2:20][CH2:19][C:18]=2[C:17]=1[C:29]([O:31][CH3:32])=[O:30])=O)(C)(C)C.C(OC(NC1C=CC2C3=CC=NN3CCC=2C=1C(OC)=O)=O)(C)(C)C.C(=O)(O)[O-].[Na+]. Product: [NH2:15][C:16]1[CH:25]=[CH:24][C:23]2[C:22]3=[CH:26][CH:27]=[N:28][N:21]3[CH2:20][CH2:19][C:18]=2[C:17]=1[C:29]([O:31][CH3:32])=[O:30]. The catalyst class is: 2. (7) Reactant: [Cl:1][C:2]1[CH:3]=[C:4]2[C:9](=[CH:10][C:11]=1[C:12]([N:14]1[CH2:18][CH2:17][CH2:16][CH2:15]1)=[O:13])[N:8]=[CH:7][N:6]=[C:5]2[NH:19][CH:20]([C:26]1[N:30](C(OC(C)(C)C)=O)[C:29]2[CH:38]=[CH:39][C:40]([Cl:42])=[CH:41][C:28]=2[N:27]=1)[CH2:21][CH2:22][C:23](O)=[O:24].[C:43]1([CH:49]([NH2:51])[CH3:50])[CH:48]=[CH:47][CH:46]=[CH:45][CH:44]=1.CN(C(ON1N=NC2C=CC=CC1=2)=[N+](C)C)C.[B-](F)(F)(F)F.FC(F)(F)C(O)=O. Product: [Cl:1][C:2]1[CH:3]=[C:4]2[C:9](=[CH:10][C:11]=1[C:12]([N:14]1[CH2:18][CH2:17][CH2:16][CH2:15]1)=[O:13])[N:8]=[CH:7][N:6]=[C:5]2[NH:19][CH:20]([C:26]1[NH:30][C:29]2[CH:38]=[CH:39][C:40]([Cl:42])=[CH:41][C:28]=2[N:27]=1)[CH2:21][CH2:22][C:23]([NH:51][CH:49]([C:43]1[CH:48]=[CH:47][CH:46]=[CH:45][CH:44]=1)[CH3:50])=[O:24]. The catalyst class is: 783.